From a dataset of Peptide-MHC class I binding affinity with 185,985 pairs from IEDB/IMGT. Regression. Given a peptide amino acid sequence and an MHC pseudo amino acid sequence, predict their binding affinity value. This is MHC class I binding data. (1) The peptide sequence is ALIGTMCGIL. The MHC is HLA-A02:01 with pseudo-sequence HLA-A02:01. The binding affinity (normalized) is 0.443. (2) The peptide sequence is NRTVEEINR. The MHC is Mamu-B03 with pseudo-sequence Mamu-B03. The binding affinity (normalized) is 0. (3) The peptide sequence is YLYTEYFLFL. The MHC is HLA-A02:06 with pseudo-sequence HLA-A02:06. The binding affinity (normalized) is 1.00. (4) The peptide sequence is HEVHAVWPG. The MHC is HLA-B07:02 with pseudo-sequence HLA-B07:02. The binding affinity (normalized) is 0.0847. (5) The peptide sequence is ALDLSHFLK. The MHC is HLA-B54:01 with pseudo-sequence HLA-B54:01. The binding affinity (normalized) is 0.0204. (6) The peptide sequence is DPSRGRLGL. The MHC is HLA-B51:01 with pseudo-sequence HLA-B51:01. The binding affinity (normalized) is 0.0641. (7) The peptide sequence is HLPGFGTAF. The MHC is HLA-B39:01 with pseudo-sequence HLA-B39:01. The binding affinity (normalized) is 0.0847. (8) The peptide sequence is GMPEGDLVY. The MHC is Mamu-A01 with pseudo-sequence Mamu-A01. The binding affinity (normalized) is 0. (9) The peptide sequence is FMFIGSPMYL. The MHC is HLA-A02:01 with pseudo-sequence HLA-A02:01. The binding affinity (normalized) is 1.00. (10) The peptide sequence is RPVPHWPKY. The MHC is HLA-B35:01 with pseudo-sequence HLA-B35:01. The binding affinity (normalized) is 0.692.